This data is from Retrosynthesis with 50K atom-mapped reactions and 10 reaction types from USPTO. The task is: Predict the reactants needed to synthesize the given product. (1) Given the product OCc1cc(Br)cc(OCCCCCCCCC2OCCO2)c1, predict the reactants needed to synthesize it. The reactants are: O=C(OCc1ccccc1)c1cc(Br)cc(OCCCCCCCCC2OCCO2)c1. (2) Given the product Clc1cccc(Nc2nc(Cl)nc3nc[nH]c23)c1, predict the reactants needed to synthesize it. The reactants are: Clc1nc(Cl)c2[nH]cnc2n1.Nc1cccc(Cl)c1. (3) Given the product CCCCCCCCCC(=O)Oc1cc[nH]c(=O)c1, predict the reactants needed to synthesize it. The reactants are: CCCCCCCCCC(=O)Cl.O=c1cc(O)cc[nH]1. (4) Given the product NC1CCN(CC(F)Cc2coc3ccccc23)CC1, predict the reactants needed to synthesize it. The reactants are: CC(C)(C)OC(=O)NC1CCN(CC(F)Cc2coc3ccccc23)CC1. (5) Given the product Cc1cccc(Nc2cc(C(C)C)c(C(=O)NCC3CCC3)cn2)c1, predict the reactants needed to synthesize it. The reactants are: CC(C)c1cc(Cl)ncc1C(=O)NCC1CCC1.Cc1cccc(N)c1. (6) Given the product Nc1ccn2ncc(C(=O)Nc3cnoc3-c3ccccc3C(F)(F)F)c2n1, predict the reactants needed to synthesize it. The reactants are: N.O=C(Nc1cnoc1-c1ccccc1C(F)(F)F)c1cnn2ccc(Cl)nc12. (7) The reactants are: CC(C)(C)OC(=O)NC1CCNCC1.FC(F)(F)c1ccc(-c2nnc(Cl)cc2-c2ccncc2Cl)cc1. Given the product CC(C)(C)OC(=O)NC1CCN(c2cc(-c3ccncc3Cl)c(-c3ccc(C(F)(F)F)cc3)nn2)CC1, predict the reactants needed to synthesize it.